Dataset: Forward reaction prediction with 1.9M reactions from USPTO patents (1976-2016). Task: Predict the product of the given reaction. (1) Given the reactants [OH:1][CH2:2][C:3]1[CH:4]=[CH:5][C:6]([N+:22]([O-:24])=[O:23])=[C:7]([NH:9][C@@H:10]2[CH2:15][CH2:14][C@H:13]([C:16]([NH:18][CH:19]([CH3:21])[CH3:20])=[O:17])[CH2:12][CH2:11]2)[CH:8]=1.S(Cl)(Cl)=O.C(#N)C.[NH:32]1[CH2:37][CH2:36][CH:35]([C:38]([OH:41])([CH3:40])[CH3:39])[CH2:34][CH2:33]1, predict the reaction product. The product is: [NH4+:9].[OH-:1].[OH:41][C:38]([CH:35]1[CH2:36][CH2:37][N:32]([CH2:2][C:3]2[CH:4]=[CH:5][C:6]([N+:22]([O-:24])=[O:23])=[C:7]([NH:9][C@@H:10]3[CH2:11][CH2:12][C@H:13]([C:16]([NH:18][CH:19]([CH3:21])[CH3:20])=[O:17])[CH2:14][CH2:15]3)[CH:8]=2)[CH2:33][CH2:34]1)([CH3:40])[CH3:39]. (2) The product is: [CH2:1]([O:5][C:6]1[CH:7]=[C:8]([O:12][CH:13]([CH3:18])[C:14]([CH3:17])=[CH2:15])[N:9]=[CH:10][N:11]=1)[C:2]#[C:3][CH3:4]. Given the reactants [CH2:1]([O:5][C:6]1[N:11]=[CH:10][N:9]=[C:8]([O:12][CH:13]([CH3:18])[C:14]([CH3:17])(O)[CH3:15])[CH:7]=1)[C:2]#[C:3][CH3:4].N1C=CC=CC=1.S(Cl)(Cl)=O.O, predict the reaction product. (3) Given the reactants [C:1]([NH:8][C@H:9]([C:20]([OH:22])=[O:21])[CH2:10][C:11]1[C:19]2[C:14](=[CH:15][CH:16]=[CH:17][CH:18]=2)[NH:13][CH:12]=1)([O:3][C:4]([CH3:7])([CH3:6])[CH3:5])=[O:2].C(N(CC)CC)C.ClC(O[CH2:34][C:35]1[CH:40]=[CH:39][CH:38]=[CH:37][CH:36]=1)=O, predict the reaction product. The product is: [CH2:34]([O:21][C:20](=[O:22])[C@@H:9]([NH:8][C:1]([O:3][C:4]([CH3:5])([CH3:7])[CH3:6])=[O:2])[CH2:10][C:11]1[C:19]2[C:14](=[CH:15][CH:16]=[CH:17][CH:18]=2)[NH:13][CH:12]=1)[C:35]1[CH:40]=[CH:39][CH:38]=[CH:37][CH:36]=1. (4) Given the reactants C(OC([NH:8][CH2:9][C@H:10]1[CH2:15][CH2:14][C@H:13]([C:16]([NH:18][C@@H:19]([CH2:43][C:44]2[CH:49]=[CH:48][C:47]([C:50]3[CH:55]=[CH:54][C:53]([C:56](=[O:70])[NH:57][CH2:58][C:59]([N:61]4[CH2:66][CH2:65][CH:64]([N:67]([CH3:69])[CH3:68])[CH2:63][CH2:62]4)=[O:60])=[CH:52][C:51]=3[CH3:71])=[CH:46][CH:45]=2)[C:20]([NH:22][C:23]2[CH:28]=[CH:27][C:26]([C:29]3[NH:30][C:31]([C:34]([F:42])([F:41])[C:35]([F:40])([F:39])[C:36]([OH:38])=[O:37])=[N:32][N:33]=3)=[CH:25][CH:24]=2)=[O:21])=[O:17])[CH2:12][CH2:11]1)=O)(C)(C)C.[ClH:72].C(#N)C, predict the reaction product. The product is: [ClH:72].[NH2:8][CH2:9][C@H:10]1[CH2:11][CH2:12][C@H:13]([C:16]([NH:18][C@@H:19]([CH2:43][C:44]2[CH:49]=[CH:48][C:47]([C:50]3[CH:55]=[CH:54][C:53]([C:56](=[O:70])[NH:57][CH2:58][C:59]([N:61]4[CH2:66][CH2:65][CH:64]([N:67]([CH3:69])[CH3:68])[CH2:63][CH2:62]4)=[O:60])=[CH:52][C:51]=3[CH3:71])=[CH:46][CH:45]=2)[C:20]([NH:22][C:23]2[CH:28]=[CH:27][C:26]([C:29]3[NH:30][C:31]([C:34]([F:41])([F:42])[C:35]([F:40])([F:39])[C:36]([OH:38])=[O:37])=[N:32][N:33]=3)=[CH:25][CH:24]=2)=[O:21])=[O:17])[CH2:14][CH2:15]1. (5) Given the reactants [CH:1]1([C:4](Cl)=[O:5])[CH2:3][CH2:2]1.C(N(CC)CC)C.Cl.[NH2:15][CH:16]([CH2:22][SH:23])[C:17]([O:19][CH2:20][CH3:21])=[O:18], predict the reaction product. The product is: [CH:1]1([C:4]([NH:15][CH:16]([CH2:22][SH:23])[C:17]([O:19][CH2:20][CH3:21])=[O:18])=[O:5])[CH2:3][CH2:2]1. (6) Given the reactants [F:1][C:2]1([F:18])[CH2:6][CH2:5][CH:4]([C:7]([O:9][C@H](C2C=CC=CC=2)C)=[O:8])[CH2:3]1, predict the reaction product. The product is: [F:1][C:2]1([F:18])[CH2:6][CH2:5][CH:4]([C:7]([OH:9])=[O:8])[CH2:3]1. (7) Given the reactants [CH2:1]([Li])[CH2:2][CH2:3][CH3:4].C(C1C[N:12]([C:14]([O:16][C:17]([CH3:20])([CH3:19])[CH3:18])=[O:15])[CH2:11][CH2:10][N:9]1[C:21]([O:23][CH2:24][C:25]1[CH:30]=[CH:29][CH:28]=[CH:27][CH:26]=1)=[O:22])=O, predict the reaction product. The product is: [CH:3]([CH:2]1[CH2:1][N:12]([C:14]([O:16][C:17]([CH3:20])([CH3:19])[CH3:18])=[O:15])[CH2:11][CH2:10][N:9]1[C:21]([O:23][CH2:24][C:25]1[CH:26]=[CH:27][CH:28]=[CH:29][CH:30]=1)=[O:22])=[CH2:4].